This data is from Full USPTO retrosynthesis dataset with 1.9M reactions from patents (1976-2016). The task is: Predict the reactants needed to synthesize the given product. (1) The reactants are: [C:1]([O:5][C:6]([NH:8][C:9]1[CH:14]=[CH:13][C:12]([CH2:15][CH:16](OC(=O)C(F)(F)F)[C:17]2[C:18]([O:24][CH3:25])=[N:19][CH:20]=[CH:21][C:22]=2[Cl:23])=[C:11]([N+:33]([O-:35])=[O:34])[CH:10]=1)=[O:7])([CH3:4])([CH3:3])[CH3:2].O. Given the product [C:1]([O:5][C:6](=[O:7])[NH:8][C:9]1[CH:14]=[CH:13][C:12](/[CH:15]=[CH:16]/[C:17]2[C:18]([O:24][CH3:25])=[N:19][CH:20]=[CH:21][C:22]=2[Cl:23])=[C:11]([N+:33]([O-:35])=[O:34])[CH:10]=1)([CH3:4])([CH3:2])[CH3:3], predict the reactants needed to synthesize it. (2) Given the product [CH3:1][N:2]1[C:10]2[C:5](=[CH:6][C:7]([O:20][CH3:21])=[C:8]([O:11][CH2:12][CH2:13][N:14]3[CH2:19][CH2:18][O:17][CH2:16][CH2:15]3)[CH:9]=2)[C:4]([C:22]2[NH:30][C:25]3=[N:26][CH:27]=[CH:28][CH:29]=[C:24]3[CH:23]=2)=[CH:3]1, predict the reactants needed to synthesize it. The reactants are: [CH3:1][N:2]1[C:10]2[C:5](=[CH:6][C:7]([O:20][CH3:21])=[C:8]([O:11][CH2:12][CH2:13][N:14]3[CH2:19][CH2:18][O:17][CH2:16][CH2:15]3)[CH:9]=2)[C:4]([C:22]2[N:30](S(C3C=CC(C)=CC=3)(=O)=O)[C:25]3=[N:26][CH:27]=[CH:28][CH:29]=[C:24]3[CH:23]=2)=[CH:3]1.[OH-].[K+]. (3) Given the product [F:3][C:4]1[CH:5]=[C:6]2[C:10](=[CH:11][CH:12]=1)[N:9]([CH2:16][CH2:17][O:18][CH3:19])[CH:8]=[C:7]2[CH:13]=[O:14], predict the reactants needed to synthesize it. The reactants are: [H-].[Na+].[F:3][C:4]1[CH:5]=[C:6]2[C:10](=[CH:11][CH:12]=1)[NH:9][CH:8]=[C:7]2[CH:13]=[O:14].Br[CH2:16][CH2:17][O:18][CH3:19].O. (4) Given the product [OH:6][C@@H:5]([CH2:4][OH:3])[CH2:7][N:8]1[CH:12]=[CH:11][C:10]([NH:13][C:14](=[O:34])[C@@H:15]([N:20]2[CH2:24][C:23]([O:25][C:26]3[CH:31]=[CH:30][CH:29]=[CH:28][C:27]=3[Cl:32])=[CH:22][C:21]2=[O:33])[CH2:16][CH:17]([CH3:19])[CH3:18])=[N:9]1, predict the reactants needed to synthesize it. The reactants are: CC1(C)[O:6][C@H:5]([CH2:7][N:8]2[CH:12]=[CH:11][C:10]([NH:13][C:14](=[O:34])[C@@H:15]([N:20]3[CH2:24][C:23]([O:25][C:26]4[CH:31]=[CH:30][CH:29]=[CH:28][C:27]=4[Cl:32])=[CH:22][C:21]3=[O:33])[CH2:16][CH:17]([CH3:19])[CH3:18])=[N:9]2)[CH2:4][O:3]1.Cl.O. (5) Given the product [CH:14]([N:12]1[CH:13]=[C:9]([C:4]2[C:5]([NH2:8])=[N:6][CH:7]=[C:2]([C:25]3[CH:26]=[CH:27][C:28]([N:31]4[CH2:32][CH2:33][O:34][CH2:35][CH2:36]4)=[CH:29][CH:30]=3)[CH:3]=2)[N:10]=[N:11]1)([CH3:16])[CH3:15], predict the reactants needed to synthesize it. The reactants are: Br[C:2]1[CH:3]=[C:4]([C:9]2[N:10]=[N:11][N:12]([CH:14]([CH3:16])[CH3:15])[CH:13]=2)[C:5]([NH2:8])=[N:6][CH:7]=1.CC1(C)C(C)(C)OB([C:25]2[CH:30]=[CH:29][C:28]([N:31]3[CH2:36][CH2:35][O:34][CH2:33][CH2:32]3)=[CH:27][CH:26]=2)O1.O.C([O-])([O-])=O.[Cs+].[Cs+]. (6) Given the product [Br:1][C:2]1[CH:3]=[C:4]([CH:20]=[CH:21][CH:22]=1)[CH2:5][N:6]1[C:14]2[C:13](=[O:15])[N:12]([CH3:16])[C:11](=[O:17])[N:10]([CH3:18])[C:9]=2[N:8]=[C:7]1[S:19][C:24]([CH3:33])([CH3:34])[C:25]([NH:27][CH:28]([CH2:31][CH3:32])[CH2:29][OH:30])=[O:26], predict the reactants needed to synthesize it. The reactants are: [Br:1][C:2]1[CH:3]=[C:4]([CH:20]=[CH:21][CH:22]=1)[CH2:5][N:6]1[C:14]2[C:13](=[O:15])[N:12]([CH3:16])[C:11](=[O:17])[N:10]([CH3:18])[C:9]=2[N:8]=[C:7]1[SH:19].Br[C:24]([CH3:34])([CH3:33])[C:25]([NH:27][CH:28]([CH2:31][CH3:32])[CH2:29][OH:30])=[O:26].C(=O)([O-])[O-].[K+].[K+].